Dataset: Forward reaction prediction with 1.9M reactions from USPTO patents (1976-2016). Task: Predict the product of the given reaction. (1) Given the reactants [CH3:1][C:2]1[C:7]([OH:8])=[CH:6][CH:5]=[CH:4][N:3]=1.C([O-])([O-])=O.[K+].[K+].[I:15]I.S([O-])([O-])(=O)=S.[Na+].[Na+], predict the reaction product. The product is: [I:15][C:4]1[N:3]=[C:2]([CH3:1])[C:7]([OH:8])=[CH:6][CH:5]=1. (2) Given the reactants C([N:4]1[C:12]2[C:7](=[CH:8][C:9]([N+:13]([O-:15])=[O:14])=[CH:10][CH:11]=2)[C:6](=[C:16](OC)[C:17]2[CH:22]=[CH:21][CH:20]=[CH:19][CH:18]=2)[C:5]1=[O:25])(=O)C.[Cl:26][C:27]1[CH:33]=[CH:32][C:30]([NH2:31])=[CH:29][CH:28]=1.N, predict the reaction product. The product is: [Cl:26][C:27]1[CH:33]=[CH:32][C:30]([NH:31]/[C:16](=[C:6]2\[C:5](=[O:25])[NH:4][C:12]3[C:7]\2=[CH:8][C:9]([N+:13]([O-:15])=[O:14])=[CH:10][CH:11]=3)/[C:17]2[CH:22]=[CH:21][CH:20]=[CH:19][CH:18]=2)=[CH:29][CH:28]=1. (3) Given the reactants [Br:1][C:2]1[CH:3]=[C:4]2[C:9](=[CH:10][CH:11]=1)[N:8]=[N:7][C:6]([N+:12]([O-:14])=[O:13])=[C:5]2Cl.[NH2:16][C:17]1[CH:22]=[CH:21][C:20]([C:23]([CH3:27])([CH3:26])[C:24]#[N:25])=[CH:19][CH:18]=1.C([O-])([O-])=O.[K+].[K+], predict the reaction product. The product is: [Br:1][C:2]1[CH:3]=[C:4]2[C:9](=[CH:10][CH:11]=1)[N:8]=[N:7][C:6]([N+:12]([O-:14])=[O:13])=[C:5]2[NH:16][C:17]1[CH:18]=[CH:19][C:20]([C:23]([CH3:27])([CH3:26])[C:24]#[N:25])=[CH:21][CH:22]=1. (4) The product is: [OH:6][CH:5]([CH2:4][OH:3])[CH2:7][CH2:8][NH:9][C:10]([CH:12]1[CH:16]([C:17]2[CH:22]=[CH:21][CH:20]=[C:19]([Cl:23])[C:18]=2[F:24])[C:15]([C:27]2[CH:32]=[CH:31][C:30]([Cl:33])=[CH:29][C:28]=2[F:34])([C:25]#[N:26])[CH:14]([CH3:35])[N:13]1[C:42](=[O:43])[C:41]1[CH:45]=[CH:46][CH:47]=[CH:48][C:40]=1[O:39][CH2:37][CH3:38])=[O:11]. Given the reactants CC1(C)[O:6][CH:5]([CH2:7][CH2:8][NH:9][C:10]([CH:12]2[CH:16]([C:17]3[CH:22]=[CH:21][CH:20]=[C:19]([Cl:23])[C:18]=3[F:24])[C:15]([C:27]3[CH:32]=[CH:31][C:30]([Cl:33])=[CH:29][C:28]=3[F:34])([C:25]#[N:26])[CH:14]([CH3:35])[NH:13]2)=[O:11])[CH2:4][O:3]1.[CH2:37]([O:39][C:40]1[CH:48]=[CH:47][CH:46]=[CH:45][C:41]=1[C:42](Cl)=[O:43])[CH3:38].C(N(CC)CC)C.Cl, predict the reaction product. (5) The product is: [CH2:1]([N:8]1[CH2:13][CH2:12][C:11](=[O:14])[C:10]([CH3:16])([CH3:15])[CH2:9]1)[C:2]1[CH:3]=[CH:4][CH:5]=[CH:6][CH:7]=1. Given the reactants [CH2:1]([N:8]1[CH2:13][CH2:12][C:11](=[O:14])[CH:10]([CH3:15])[CH2:9]1)[C:2]1[CH:7]=[CH:6][CH:5]=[CH:4][CH:3]=1.[CH3:16]C([O-])(C)C.[Na+].CCCCCC.CCOC(C)=O, predict the reaction product.